From a dataset of Forward reaction prediction with 1.9M reactions from USPTO patents (1976-2016). Predict the product of the given reaction. Given the reactants [N:1]1[CH:6]=[CH:5][CH:4]=[C:3]([C:7]2[C:8]3[CH:21]=[CH:20][NH:19][C:9]=3[N:10]=[C:11]([C:13]3[CH:18]=[CH:17][CH:16]=[CH:15][N:14]=3)[N:12]=2)[CH:2]=1.Cl[C:23]1C2C=CNC=2N=C(C2C=CC=CN=2)N=1.ClC1C2C=CNC=2N=C(C2C=CC=C(C)N=2)N=1, predict the reaction product. The product is: [CH3:23][C:15]1[N:14]=[C:13]([C:11]2[N:12]=[C:7]([C:3]3[CH:2]=[N:1][CH:6]=[CH:5][CH:4]=3)[C:8]3[CH:21]=[CH:20][NH:19][C:9]=3[N:10]=2)[CH:18]=[CH:17][CH:16]=1.